From a dataset of Full USPTO retrosynthesis dataset with 1.9M reactions from patents (1976-2016). Predict the reactants needed to synthesize the given product. (1) Given the product [N:1]1[C:10]2[C:5](=[CH:6][C:7]([CH2:11][N:12]3[C:16]4=[N:17][C:18]([C:21]5[CH:22]=[C:23]([CH:24]=[CH:25][CH:26]=5)[NH2:27])=[CH:19][CH:20]=[C:15]4[N:14]=[N:13]3)=[CH:8][CH:9]=2)[CH:4]=[CH:3][CH:2]=1, predict the reactants needed to synthesize it. The reactants are: [N:1]1[C:10]2[C:5](=[CH:6][C:7]([CH2:11][N:12]3[C:16]4=[N:17][C:18]([C:21]5[CH:22]=[C:23]([NH:27]C(=O)C)[CH:24]=[CH:25][CH:26]=5)=[CH:19][CH:20]=[C:15]4[N:14]=[N:13]3)=[CH:8][CH:9]=2)[CH:4]=[CH:3][CH:2]=1.Cl.C(=O)(O)[O-].[Na+]. (2) Given the product [Cl:65][C:66]1[CH:74]=[CH:73][C:72]([S:75]([N:78]2[C:84](=[O:85])[CH:83]([CH2:86][C:87]3[CH:92]=[C:91]([Cl:93])[CH:90]=[CH:89][C:88]=3[O:94][CH3:95])[CH2:82][NH:81][C:80](=[O:96])[CH2:79]2)(=[O:76])=[O:77])=[CH:71][C:67]=1[C:68]([NH:107][C:108]1[CH:113]=[CH:112][CH:111]=[CH:110][CH:109]=1)=[O:69], predict the reactants needed to synthesize it. The reactants are: ClC1C=CC(OC)=C(C=1)CC1C(=O)N(C(NC(CC)C(NCC(OC(C)(C)C)=O)=O)=O)CC(=O)NC1.ClC1C=CC(OC)=C(C=1)CC1C(=O)N(C(N[C@H](CC)C(O)=O)=O)CC(=O)NC1.[Cl:65][C:66]1[CH:74]=[CH:73][C:72]([S:75]([N:78]2[C:84](=[O:85])[CH:83]([CH2:86][C:87]3[CH:92]=[C:91]([Cl:93])[CH:90]=[CH:89][C:88]=3[O:94][CH3:95])[CH2:82][NH:81][C:80](=[O:96])[CH2:79]2)(=[O:77])=[O:76])=[CH:71][C:67]=1[C:68](O)=[O:69].Cl.C(OC(=O)CN)(C)(C)C.[NH2:107][C:108]1[CH:113]=[CH:112][CH:111]=[CH:110][CH:109]=1. (3) The reactants are: [Cl:1][C:2]([O:4][C:5]1[CH:10]=[CH:9][C:8]([N+:11]([O-:13])=[O:12])=[CH:7][CH:6]=1)=[O:3].[N:14]1([CH2:19][CH2:20][CH2:21][OH:22])[CH2:18][CH2:17][CH2:16][CH2:15]1. Given the product [ClH:1].[C:2](=[O:3])([O:22][CH2:21][CH2:20][CH2:19][N:14]1[CH2:18][CH2:17][CH2:16][CH2:15]1)[O:4][C:5]1[CH:6]=[CH:7][C:8]([N+:11]([O-:13])=[O:12])=[CH:9][CH:10]=1, predict the reactants needed to synthesize it. (4) Given the product [Cl:1][C:2]1[CH:3]=[CH:4][C:5]([F:20])=[C:6]([N:8]([CH2:22][CH:21]([CH3:24])[CH3:23])[S:9]([C:12]2[CH:17]=[CH:16][C:15]([CH:18]=[CH2:19])=[CH:14][CH:13]=2)(=[O:10])=[O:11])[CH:7]=1, predict the reactants needed to synthesize it. The reactants are: [Cl:1][C:2]1[CH:3]=[CH:4][C:5]([F:20])=[C:6]([NH:8][S:9]([C:12]2[CH:17]=[CH:16][C:15]([CH:18]=[CH2:19])=[CH:14][CH:13]=2)(=[O:11])=[O:10])[CH:7]=1.[C:21](N=C(N(C)C)N(C)C)([CH3:24])([CH3:23])[CH3:22].BrCC(C)C. (5) Given the product [Cl:1][C:2]1[CH:3]=[CH:4][C:5]([CH2:6][N:7]([CH2:26][CH2:27][C:28]2[N:31]=[C:35]([OH:37])[O:30][N:29]=2)[C:8]([C:10]2([CH3:25])[CH2:13][CH2:12][N:11]2[C:14](=[O:24])[CH2:15][C:16]2[CH:17]=[C:18]([CH3:23])[CH:19]=[C:20]([CH3:22])[CH:21]=2)=[O:9])=[CH:32][CH:33]=1, predict the reactants needed to synthesize it. The reactants are: [Cl:1][C:2]1[CH:33]=[CH:32][C:5]([CH2:6][N:7]([CH2:26][CH2:27][C:28](=[NH:31])[NH:29][OH:30])[C:8]([C:10]2([CH3:25])[CH2:13][CH2:12][N:11]2[C:14](=[O:24])[CH2:15][C:16]2[CH:21]=[C:20]([CH3:22])[CH:19]=[C:18]([CH3:23])[CH:17]=2)=[O:9])=[CH:4][CH:3]=1.Cl[C:35](Cl)([O:37]C(=O)OC(Cl)(Cl)Cl)Cl. (6) Given the product [N:12]1([CH2:17][CH2:18][NH:19][CH:8]2[CH2:9][CH2:10][C:5]3([O:4][CH2:3][CH2:2][O:1]3)[CH2:6][CH2:7]2)[CH2:16][CH2:15][CH2:14][CH2:13]1, predict the reactants needed to synthesize it. The reactants are: [O:1]1[C:5]2([CH2:10][CH2:9][C:8](=O)[CH2:7][CH2:6]2)[O:4][CH2:3][CH2:2]1.[N:12]1([CH2:17][CH2:18][NH2:19])[CH2:16][CH2:15][CH2:14][CH2:13]1. (7) Given the product [Cl:6][C:7]1[CH:8]=[C:9]([CH:12]=[CH:13][C:14]=1[N:22]1[CH:26]=[CH:25][N:24]=[CH:23]1)[CH:10]=[O:11], predict the reactants needed to synthesize it. The reactants are: CN(C=O)C.[Cl:6][C:7]1[CH:8]=[C:9]([CH:12]=[CH:13][C:14]=1F)[CH:10]=[O:11].C(=O)([O-])[O-].[K+].[K+].[NH:22]1[CH:26]=[CH:25][N:24]=[CH:23]1. (8) The reactants are: [O:1]=[C:2]1[C:10]2[S:9][C:8]([NH:11][C:12](=[O:14])[CH3:13])=[N:7][C:6]=2[CH2:5][CH2:4][CH2:3]1.[Li+].C[Si]([N-][Si](C)(C)C)(C)C.N1([C:30]([C:32]2([CH3:35])[CH2:34][CH2:33]2)=[O:31])C=CN=C1. Given the product [CH3:35][C:32]1([C:30]([CH:3]2[CH2:4][CH2:5][C:6]3[N:7]=[C:8]([NH:11][C:12](=[O:14])[CH3:13])[S:9][C:10]=3[C:2]2=[O:1])=[O:31])[CH2:34][CH2:33]1, predict the reactants needed to synthesize it. (9) Given the product [CH3:1][O:2][C:3]1[CH:8]=[C:7]([CH3:9])[C:6]([S:10]([N:13]([CH3:14])[CH2:15][C:16]2[S:20][C:19]([C:21]([N:36]3[CH2:35][CH2:34][N:33]([CH2:32][CH2:31][N:26]4[CH2:27][CH2:28][CH2:29][CH2:30]4)[CH2:38][CH2:37]3)=[O:23])=[N:18][N:17]=2)(=[O:11])=[O:12])=[C:5]([CH3:25])[CH:4]=1, predict the reactants needed to synthesize it. The reactants are: [CH3:1][O:2][C:3]1[CH:8]=[C:7]([CH3:9])[C:6]([S:10]([N:13]([CH2:15][C:16]2[S:20][C:19]([C:21]([O:23]C)=O)=[N:18][N:17]=2)[CH3:14])(=[O:12])=[O:11])=[C:5]([CH3:25])[CH:4]=1.[N:26]1([CH2:31][CH2:32][N:33]2[CH2:38][CH2:37][NH:36][CH2:35][CH2:34]2)[CH2:30][CH2:29][CH2:28][CH2:27]1.C[Al](C)C. (10) Given the product [Cl:33][C:30]1[CH:29]=[C:28]([C:34]2([C:51]([F:53])([F:54])[F:52])[O:38][N:37]=[C:36]([C:39]3[N:40]4[C:44]([C:45]([C:48]([NH:56][CH2:57][C:58]5[CH:69]=[CH:68][C:61]6[B:62]([OH:67])[O:63][C:64]([CH3:66])([CH3:65])[C:60]=6[CH:59]=5)=[O:49])=[CH:46][CH:47]=3)=[CH:43][CH:42]=[CH:41]4)[CH2:35]2)[CH:27]=[C:26]([Cl:25])[C:31]=1[F:32], predict the reactants needed to synthesize it. The reactants are: CN(C(ON1N=NC2C=CC=NC1=2)=[N+](C)C)C.F[P-](F)(F)(F)(F)F.[Cl:25][C:26]1[CH:27]=[C:28]([C:34]2([C:51]([F:54])([F:53])[F:52])[O:38][N:37]=[C:36]([C:39]3[N:40]4[C:44]([C:45]([C:48](O)=[O:49])=[CH:46][CH:47]=3)=[CH:43][CH:42]=[CH:41]4)[CH2:35]2)[CH:29]=[C:30]([Cl:33])[C:31]=1[F:32].Cl.[NH2:56][CH2:57][C:58]1[CH:69]=[CH:68][C:61]2[B:62]([OH:67])[O:63][C:64]([CH3:66])([CH3:65])[C:60]=2[CH:59]=1.Cl.